Dataset: Full USPTO retrosynthesis dataset with 1.9M reactions from patents (1976-2016). Task: Predict the reactants needed to synthesize the given product. (1) Given the product [NH2:22][C:1]1[CH:2]=[CH:15][C:14]2[C:13](=[C:12]([O:11][CH:5]([CH3:3])[CH2:6][CH2:7][CH2:8][O:4][C:3]3[CH:5]=[CH:6][CH:7]=[CH:8][C:2]=3[C:1]([NH2:10])=[O:9])[CH:21]=[CH:20][CH:19]=2)[N:10]=1, predict the reactants needed to synthesize it. The reactants are: [C:1]([NH2:10])(=[O:9])[C:2]1[C:3](=[CH:5][CH:6]=[CH:7][CH:8]=1)[OH:4].[OH:11][C:12]1[CH:13]=[C:14]([CH:19]=[CH:20][CH:21]=1)[C:15](OC)=O.[NH3:22]. (2) Given the product [CH2:5]([N:13]1[CH2:18][CH2:17][O:16][CH2:15][CH2:14]1)[C:6]1[CH:11]=[CH:10][CH:9]=[CH:8][CH:7]=1, predict the reactants needed to synthesize it. The reactants are: S(=O)(O)O.[CH:5](=O)[C:6]1[CH:11]=[CH:10][CH:9]=[CH:8][CH:7]=1.[NH:13]1[CH2:18][CH2:17][O:16][CH2:15][CH2:14]1.[BH-](OC(C)=O)(OC(C)=O)OC(C)=O.[Na+].